This data is from Merck oncology drug combination screen with 23,052 pairs across 39 cell lines. The task is: Regression. Given two drug SMILES strings and cell line genomic features, predict the synergy score measuring deviation from expected non-interaction effect. (1) Drug 1: CC(C)CC(NC(=O)C(Cc1ccccc1)NC(=O)c1cnccn1)B(O)O. Drug 2: Cn1c(=O)n(-c2ccc(C(C)(C)C#N)cc2)c2c3cc(-c4cnc5ccccc5c4)ccc3ncc21. Cell line: OCUBM. Synergy scores: synergy=9.27. (2) Drug 1: CC(C)CC(NC(=O)C(Cc1ccccc1)NC(=O)c1cnccn1)B(O)O. Drug 2: CCc1cnn2c(NCc3ccc[n+]([O-])c3)cc(N3CCCCC3CCO)nc12. Cell line: OCUBM. Synergy scores: synergy=-7.66. (3) Drug 1: CC1CC2C3CCC4=CC(=O)C=CC4(C)C3(F)C(O)CC2(C)C1(O)C(=O)CO. Drug 2: NC(=O)c1cccc2cn(-c3ccc(C4CCCNC4)cc3)nc12. Cell line: SKOV3. Synergy scores: synergy=15.4.